From a dataset of Retrosynthesis with 50K atom-mapped reactions and 10 reaction types from USPTO. Predict the reactants needed to synthesize the given product. (1) Given the product CCCCCCC(=O)OCn1c(=O)n(CCCCl)c2ccccc21, predict the reactants needed to synthesize it. The reactants are: CCCCCCC(=O)Cl.O=c1n(CO)c2ccccc2n1CCCCl. (2) Given the product Cc1ccc(-c2oncc2C(=O)N2CCNC(=O)C2)cc1, predict the reactants needed to synthesize it. The reactants are: Cc1ccc(-c2oncc2C(=O)O)cc1.O=C1CNCCN1. (3) Given the product Cc1cc(-c2ccccc2)c(CNC(=O)c2cc(-c3ccncc3)nc3c2cnn3C(C)C)c(=O)[nH]1, predict the reactants needed to synthesize it. The reactants are: CC(C)n1ncc2c(C(=O)O)cc(-c3ccncc3)nc21.Cc1cc(-c2ccccc2)c(CN)c(=O)[nH]1. (4) Given the product CCOC(=O)c1c(F)c(-c2ccccc2)n(S(=O)(=O)c2ccccc2)c1Cl, predict the reactants needed to synthesize it. The reactants are: CCOC(=O)c1c(Cl)[nH]c(-c2ccccc2)c1F.O=S(=O)(Cl)c1ccccc1. (5) Given the product COc1ccc(CN(C(=O)c2csc3c(SC)ncnc23)c2cc(OC)cc(OC)c2)cc1, predict the reactants needed to synthesize it. The reactants are: COc1cc(NC(=O)c2csc3c(SC)ncnc23)cc(OC)c1.COc1ccc(CCl)cc1. (6) Given the product CCOC(=O)C#Cc1ccc(OC)c(F)c1, predict the reactants needed to synthesize it. The reactants are: C#Cc1ccc(OC)c(F)c1.CCOC(=O)Cl. (7) The reactants are: NC1CCCCC1.Nc1nc2cccc(Cl)n2n1. Given the product Nc1nc2cccc(NC3CCCCC3)n2n1, predict the reactants needed to synthesize it. (8) Given the product Nc1ccc(N2CCN(C(c3ccccc3)c3ncco3)CC2)c(Br)c1, predict the reactants needed to synthesize it. The reactants are: O=[N+]([O-])c1ccc(N2CCN(C(c3ccccc3)c3ncco3)CC2)c(Br)c1.